This data is from Full USPTO retrosynthesis dataset with 1.9M reactions from patents (1976-2016). The task is: Predict the reactants needed to synthesize the given product. (1) The reactants are: [CH2:1]([C:12]1[N:16]=[C:15]([C:17]2[CH:24]=[CH:23][C:20]([CH:21]=O)=[CH:19][CH:18]=2)[O:14][N:13]=1)[CH2:2][CH2:3][CH2:4][CH2:5][CH2:6][CH2:7][CH2:8][CH2:9][CH2:10][CH3:11].[CH3:25][C:26]([NH2:38])([C:28]1[CH:33]=[CH:32][C:31]([C:34]([F:37])([F:36])[F:35])=[CH:30][CH:29]=1)[CH3:27]. Given the product [CH3:27][C:26]([NH:38][CH2:21][C:20]1[CH:23]=[CH:24][C:17]([C:15]2[O:14][N:13]=[C:12]([CH2:1][CH2:2][CH2:3][CH2:4][CH2:5][CH2:6][CH2:7][CH2:8][CH2:9][CH2:10][CH3:11])[N:16]=2)=[CH:18][CH:19]=1)([C:28]1[CH:33]=[CH:32][C:31]([C:34]([F:37])([F:35])[F:36])=[CH:30][CH:29]=1)[CH3:25], predict the reactants needed to synthesize it. (2) Given the product [NH2:1][C:2]1[NH:7][C:6](=[O:8])[CH:5]=[C:4]([CH2:9][N:10]2[C:18]3[C:13](=[CH:14][C:15]([C:19]([NH:21][CH2:22][C@H:23]([NH:28][S:29]([C:32]4[C:41]5[C:36](=[CH:37][CH:38]=[CH:39][CH:40]=5)[CH:35]=[CH:34][CH:33]=4)(=[O:30])=[O:31])[C:24]([OH:26])=[O:25])=[O:20])=[CH:16][CH:17]=3)[CH:12]=[N:11]2)[N:3]=1, predict the reactants needed to synthesize it. The reactants are: [NH2:1][C:2]1[NH:7][C:6](=[O:8])[CH:5]=[C:4]([CH2:9][N:10]2[C:18]3[C:13](=[CH:14][C:15]([C:19]([NH:21][CH2:22][C@H:23]([NH:28][S:29]([C:32]4[C:41]5[C:36](=[CH:37][CH:38]=[CH:39][CH:40]=5)[CH:35]=[CH:34][CH:33]=4)(=[O:31])=[O:30])[C:24]([O:26]C)=[O:25])=[O:20])=[CH:16][CH:17]=3)[CH:12]=[N:11]2)[N:3]=1.C(N(CC)CC)C.O.ON1C2C=CC=CC=2N=N1.C1(N=C=NC2CCCCC2)CCCCC1. (3) Given the product [C:19]([O:9][O:10][C:1](=[O:4])[CH:25]([CH3:26])[CH3:5])(=[O:23])[CH:20]([CH3:22])[CH3:21], predict the reactants needed to synthesize it. The reactants are: [C:1]([O-:4])([O-])=O.[C:5]([O-])([O-])=O.[OH:9][OH:10].OO.OO.[Na+].[Na+].[Na+].[Na+].[C:19](Cl)(=[O:23])[CH:20]([CH3:22])[CH3:21].[C:25](Cl)(F)(F)[C:26](Cl)(Cl)F. (4) Given the product [C:23]1([CH3:28])[CH:24]=[CH:25][CH:26]=[CH:27][C:22]=1[O:21][C:17]1[C:16]([F:29])=[C:15]([C@:14]([C@@H:10]2[CH2:11][CH2:12][CH2:13][NH:8][CH2:9]2)([OH:30])[CH2:36][CH2:35][CH2:34][CH2:33][O:32][CH3:31])[CH:20]=[CH:19][CH:18]=1, predict the reactants needed to synthesize it. The reactants are: C(OC([N:8]1[CH2:13][CH2:12][CH2:11][C@@H:10]([C:14](=[O:30])[C:15]2[CH:20]=[CH:19][CH:18]=[C:17]([O:21][C:22]3[CH:27]=[CH:26][CH:25]=[CH:24][C:23]=3[CH3:28])[C:16]=2[F:29])[CH2:9]1)=O)(C)(C)C.[CH3:31][O:32][CH2:33][CH2:34][CH2:35][CH2:36][Mg]Cl. (5) Given the product [NH2:1][C:2]1[N:3]=[C:4]([S:19][CH2:20][CH2:21][NH:22][C:24]([NH2:25])=[O:23])[C:5]([C:17]#[N:18])=[C:6]([C:10]2[CH:11]=[CH:12][C:13]([OH:16])=[CH:14][CH:15]=2)[C:7]=1[C:8]#[N:9], predict the reactants needed to synthesize it. The reactants are: [NH2:1][C:2]1[C:7]([C:8]#[N:9])=[C:6]([C:10]2[CH:15]=[CH:14][C:13]([OH:16])=[CH:12][CH:11]=2)[C:5]([C:17]#[N:18])=[C:4]([S:19][CH2:20][CH2:21][NH2:22])[N:3]=1.[O-:23][C:24]#[N:25].[K+]. (6) Given the product [CH2:1]([C:3]1[C:8]([O:9][C:10]2[C:11]([NH2:27])=[N:12][CH:13]=[C:14]([S:16][C:17]3[CH:22]=[CH:21][CH:20]=[CH:19][N:18]=3)[CH:15]=2)=[CH:7][CH:6]=[CH:5][N:4]=1)[CH3:2], predict the reactants needed to synthesize it. The reactants are: [CH2:1]([C:3]1[C:8]([O:9][C:10]2[C:11](C(N)=O)=[N:12][CH:13]=[C:14]([S:16][C:17]3[CH:22]=[CH:21][CH:20]=[CH:19][N:18]=3)[CH:15]=2)=[CH:7][CH:6]=[CH:5][N:4]=1)[CH3:2].Br[N:27]1C(=O)CCC1=O.[OH-].[Na+]. (7) Given the product [CH2:19]([O:5][C:4](=[O:6])[C:3]1[CH:7]=[C:8]([Br:12])[C:9]([O:11][CH2:19][C:16]2[CH:17]=[CH:18][CH:13]=[CH:14][CH:15]=2)=[CH:10][C:2]=1[O:1][CH2:4][C:3]1[CH:7]=[CH:8][CH:9]=[CH:10][CH:2]=1)[C:16]1[CH:17]=[CH:18][CH:13]=[CH:14][CH:15]=1, predict the reactants needed to synthesize it. The reactants are: [OH:1][C:2]1[CH:10]=[C:9]([OH:11])[C:8]([Br:12])=[CH:7][C:3]=1[C:4]([OH:6])=[O:5].[CH:13]1[CH:18]=[CH:17][C:16]([CH2:19]Br)=[CH:15][CH:14]=1.C([O-])([O-])=O.[K+].[K+].